Dataset: NCI-60 drug combinations with 297,098 pairs across 59 cell lines. Task: Regression. Given two drug SMILES strings and cell line genomic features, predict the synergy score measuring deviation from expected non-interaction effect. Drug 1: CC=C1C(=O)NC(C(=O)OC2CC(=O)NC(C(=O)NC(CSSCCC=C2)C(=O)N1)C(C)C)C(C)C. Drug 2: C(=O)(N)NO. Cell line: UO-31. Synergy scores: CSS=2.16, Synergy_ZIP=-1.36, Synergy_Bliss=-0.433, Synergy_Loewe=0.612, Synergy_HSA=0.190.